From a dataset of Reaction yield outcomes from USPTO patents with 853,638 reactions. Predict the reaction yield, written as a fraction of the theoretical maximum amount of product (1.0 means a 100% yield; for example, 0.34 means a 34% yield). (1) The reactants are [OH:1][C:2]1[CH:3]=[C:4]([CH:8]=[CH:9][C:10]=1[I:11])[C:5]([OH:7])=[O:6].[CH2:12](O)[CH3:13]. The catalyst is Cl. The product is [CH2:12]([O:6][C:5](=[O:7])[C:4]1[CH:8]=[CH:9][C:10]([I:11])=[C:2]([OH:1])[CH:3]=1)[CH3:13]. The yield is 0.970. (2) The reactants are [N:1]([CH2:4][C@H:5]([CH3:26])[C@@H:6]([O:18][Si:19]([C:22]([CH3:25])([CH3:24])[CH3:23])([CH3:21])[CH3:20])[C@H:7]([NH:10][C:11](=[O:17])[O:12][C:13]([CH3:16])([CH3:15])[CH3:14])[CH2:8][OH:9])=[N+:2]=[N-:3].[CH3:27][S:28](Cl)(=[O:30])=[O:29]. The catalyst is N1C=CC=CC=1.CN(C1C=CN=CC=1)C.CCOCC.C(OCC)(=O)C. The product is [CH3:27][S:28]([O:9][CH2:8][C@@H:7]([NH:10][C:11]([O:12][C:13]([CH3:16])([CH3:14])[CH3:15])=[O:17])[C@H:6]([O:18][Si:19]([C:22]([CH3:25])([CH3:24])[CH3:23])([CH3:20])[CH3:21])[C@@H:5]([CH3:26])[CH2:4][N:1]=[N+:2]=[N-:3])(=[O:30])=[O:29]. The yield is 0.900. (3) The reactants are Br[C:2]1[CH:3]=[C:4]([C:8]2[CH:21]=[CH:20][C:19]3[C:10](=[C:11]([C:28]4[CH:33]=[CH:32][CH:31]=[CH:30][CH:29]=4)[C:12]4[C:17]([C:18]=3[C:22]3[CH:27]=[CH:26][CH:25]=[CH:24][CH:23]=3)=[CH:16][CH:15]=[CH:14][CH:13]=4)[CH:9]=2)[CH:5]=[CH:6][CH:7]=1.[CH:34]1[C:42]2[C:41]3[CH:43]=[CH:44][CH:45]=[CH:46][C:40]=3[O:39][C:38]=2[CH:37]=[CH:36][C:35]=1B(O)O.C1(C)C=CC=CC=1P(C1C=CC=CC=1C)C1C=CC=CC=1C.C(=O)([O-])[O-].[Na+].[Na+]. The catalyst is C([O-])(=O)C.[Pd+2].C([O-])(=O)C.C1(C)C=CC=CC=1.CCCCCC.C(O)C. The product is [C:28]1([C:11]2[C:12]3[C:17]([C:18]([C:22]4[CH:23]=[CH:24][CH:25]=[CH:26][CH:27]=4)=[C:19]4[C:10]=2[CH:9]=[C:8]([C:4]2[CH:5]=[C:6]([C:35]5[CH:36]=[CH:37][C:38]6[O:39][C:40]7[CH:46]=[CH:45][CH:44]=[CH:43][C:41]=7[C:42]=6[CH:34]=5)[CH:7]=[CH:2][CH:3]=2)[CH:21]=[CH:20]4)=[CH:16][CH:15]=[CH:14][CH:13]=3)[CH:33]=[CH:32][CH:31]=[CH:30][CH:29]=1. The yield is 0.290. (4) The reactants are [NH2:1][CH2:2][C@@H:3]1[C@H:7]([OH:8])[CH2:6][N:5]([CH2:9][CH2:10][N:11]2[C:20]3[C:15](=[CH:16][CH:17]=[C:18]([O:21][CH3:22])[CH:19]=3)[CH:14]=[CH:13][C:12]2=[O:23])[CH2:4]1.[O:24]=[C:25]1[CH2:30][O:29][C:28]2[CH:31]=[CH:32][C:33]([CH:35]=O)=[N:34][C:27]=2[NH:26]1.C(=O)([O-])[O-].[Na+].[Na+].C(O[BH-](OC(=O)C)OC(=O)C)(=O)C.[Na+].C(Cl)[Cl:58]. The catalyst is CO. The product is [ClH:58].[OH:8][C@@H:7]1[CH2:6][N:5]([CH2:9][CH2:10][N:11]2[C:20]3[C:15](=[CH:16][CH:17]=[C:18]([O:21][CH3:22])[CH:19]=3)[CH:14]=[CH:13][C:12]2=[O:23])[CH2:4][C@@H:3]1[CH2:2][NH:1][CH2:35][C:33]1[CH:32]=[CH:31][C:28]2[O:29][CH2:30][C:25](=[O:24])[NH:26][C:27]=2[N:34]=1. The yield is 0.400. (5) The reactants are [N+:1]([C:4]1[CH:12]=[CH:11][CH:10]=[CH:9][C:5]=1[C:6](Cl)=[O:7])([O-:3])=[O:2].[NH2:13][C:14]1[CH:19]=[CH:18][C:17]([Br:20])=[CH:16][N:15]=1.N1C=CC=CC=1. The catalyst is C(Cl)Cl. The product is [Br:20][C:17]1[CH:18]=[CH:19][C:14]([NH:13][C:6]([C:5]2[CH:9]=[CH:10][CH:11]=[CH:12][C:4]=2[N+:1]([O-:3])=[O:2])=[O:7])=[N:15][CH:16]=1. The yield is 0.770. (6) The reactants are [NH2:1][C:2]([NH2:4])=[O:3].[CH2:5]([O:7][C:8]1[CH:9]=[C:10]([CH:13]=[C:14]([N+:17]([O-:19])=[O:18])[C:15]=1[OH:16])[CH:11]=O)[CH3:6].B(F)(F)F.CCOCC.[CH:29]1([CH2:35][C:36]([C:38]2[CH:43]=[CH:42][CH:41]=[CH:40][CH:39]=2)=O)[CH2:34][CH2:33][CH2:32][CH2:31][CH2:30]1. The catalyst is C1COCC1.Cl[Cu].CC(O)=O. The product is [CH:38]1([C:36]2[CH:11]([C:10]3[CH:13]=[C:14]([N+:17]([O-:19])=[O:18])[C:15]([OH:16])=[C:8]([O:7][CH2:5][CH3:6])[CH:9]=3)[NH:1][C:2](=[O:3])[NH:4][C:35]=2[C:29]2[CH:30]=[CH:31][CH:32]=[CH:33][CH:34]=2)[CH2:43][CH2:42][CH2:41][CH2:40][CH2:39]1. The yield is 0.0900.